From a dataset of NCI-60 drug combinations with 297,098 pairs across 59 cell lines. Regression. Given two drug SMILES strings and cell line genomic features, predict the synergy score measuring deviation from expected non-interaction effect. (1) Drug 1: CC12CCC(CC1=CCC3C2CCC4(C3CC=C4C5=CN=CC=C5)C)O. Drug 2: C1C(C(OC1N2C=C(C(=O)NC2=O)F)CO)O. Cell line: MDA-MB-231. Synergy scores: CSS=43.8, Synergy_ZIP=7.93, Synergy_Bliss=6.92, Synergy_Loewe=-23.0, Synergy_HSA=8.54. (2) Cell line: A498. Drug 2: C1C(C(OC1N2C=NC(=NC2=O)N)CO)O. Drug 1: CS(=O)(=O)C1=CC(=C(C=C1)C(=O)NC2=CC(=C(C=C2)Cl)C3=CC=CC=N3)Cl. Synergy scores: CSS=4.45, Synergy_ZIP=-0.859, Synergy_Bliss=1.75, Synergy_Loewe=1.64, Synergy_HSA=1.21. (3) Synergy scores: CSS=17.0, Synergy_ZIP=-4.29, Synergy_Bliss=-1.19, Synergy_Loewe=-0.902, Synergy_HSA=0.296. Drug 2: CC1OCC2C(O1)C(C(C(O2)OC3C4COC(=O)C4C(C5=CC6=C(C=C35)OCO6)C7=CC(=C(C(=C7)OC)O)OC)O)O. Drug 1: C1CCN(CC1)CCOC2=CC=C(C=C2)C(=O)C3=C(SC4=C3C=CC(=C4)O)C5=CC=C(C=C5)O. Cell line: RXF 393. (4) Drug 1: CS(=O)(=O)C1=CC(=C(C=C1)C(=O)NC2=CC(=C(C=C2)Cl)C3=CC=CC=N3)Cl. Drug 2: CCC1=C2CN3C(=CC4=C(C3=O)COC(=O)C4(CC)O)C2=NC5=C1C=C(C=C5)O. Cell line: RXF 393. Synergy scores: CSS=29.3, Synergy_ZIP=-1.33, Synergy_Bliss=-0.705, Synergy_Loewe=1.30, Synergy_HSA=2.90. (5) Synergy scores: CSS=1.55, Synergy_ZIP=-0.860, Synergy_Bliss=-1.28, Synergy_Loewe=0.985, Synergy_HSA=-1.13. Drug 2: COC1=C2C(=CC3=C1OC=C3)C=CC(=O)O2. Cell line: UACC62. Drug 1: CN1C(=O)N2C=NC(=C2N=N1)C(=O)N. (6) Drug 1: C1=CC(=C2C(=C1NCCNCCO)C(=O)C3=C(C=CC(=C3C2=O)O)O)NCCNCCO. Drug 2: C1=NC2=C(N1)C(=S)N=C(N2)N. Cell line: HS 578T. Synergy scores: CSS=42.5, Synergy_ZIP=-3.78, Synergy_Bliss=-4.21, Synergy_Loewe=-3.75, Synergy_HSA=0.546. (7) Drug 1: C1=CN(C=N1)CC(O)(P(=O)(O)O)P(=O)(O)O. Drug 2: C(CCl)NC(=O)N(CCCl)N=O. Cell line: IGROV1. Synergy scores: CSS=4.14, Synergy_ZIP=-1.78, Synergy_Bliss=-1.17, Synergy_Loewe=-1.28, Synergy_HSA=-1.20. (8) Cell line: NCI-H226. Drug 1: CC1C(C(CC(O1)OC2CC(OC(C2O)C)OC3=CC4=CC5=C(C(=O)C(C(C5)C(C(=O)C(C(C)O)O)OC)OC6CC(C(C(O6)C)O)OC7CC(C(C(O7)C)O)OC8CC(C(C(O8)C)O)(C)O)C(=C4C(=C3C)O)O)O)O. Synergy scores: CSS=15.3, Synergy_ZIP=0.0611, Synergy_Bliss=0.675, Synergy_Loewe=-8.99, Synergy_HSA=-0.457. Drug 2: CCN(CC)CCCC(C)NC1=C2C=C(C=CC2=NC3=C1C=CC(=C3)Cl)OC. (9) Drug 1: COC1=CC(=CC(=C1O)OC)C2C3C(COC3=O)C(C4=CC5=C(C=C24)OCO5)OC6C(C(C7C(O6)COC(O7)C8=CC=CS8)O)O. Drug 2: C1=NNC2=C1C(=O)NC=N2. Cell line: TK-10. Synergy scores: CSS=18.5, Synergy_ZIP=-8.85, Synergy_Bliss=-1.11, Synergy_Loewe=-17.4, Synergy_HSA=-1.38.